Task: Predict the product of the given reaction.. Dataset: Forward reaction prediction with 1.9M reactions from USPTO patents (1976-2016) (1) Given the reactants [CH3:1][C:2]1[N:10]=[C:9]2[C:5]([CH2:6]C(=O)N2)=C[N:3]=1.[H-].[Na+].[C:14]([OH:17])(=[O:16])[CH3:15].[CH2:18](Cl)Cl.[CH3:21][N:22](C=O)C, predict the reaction product. The product is: [CH3:18][O:16][C:14]([C:15]1[CH:6]=[C:5]2[N:22]([CH:21]=1)[N:3]=[C:2]([CH3:1])[N:10]=[CH:9]2)=[O:17]. (2) Given the reactants [NH2:1][C:2]1[CH:3]=[C:4]([O:9][S:10]([C:13]2[CH:18]=[CH:17][C:16]([NH:19][CH2:20][CH:21]3[CH2:23][CH2:22]3)=[CH:15][CH:14]=2)(=[O:12])=[O:11])[CH:5]=[CH:6][C:7]=1[NH2:8].[CH3:24][O:25][C:26]([NH:28][C:29](=NC(OC)=O)SC)=[O:27], predict the reaction product. The product is: [CH3:24][O:25][C:26]([NH:28][C:29]1[NH:8][C:7]2[CH:6]=[CH:5][C:4]([O:9][S:10]([C:13]3[CH:18]=[CH:17][C:16]([NH:19][CH2:20][CH:21]4[CH2:22][CH2:23]4)=[CH:15][CH:14]=3)(=[O:12])=[O:11])=[CH:3][C:2]=2[N:1]=1)=[O:27]. (3) Given the reactants NC1C=CC(C2C3C(=NC=NC=3N)N([C@H]3CC[C@@H](N4CCN(C)CC4)CC3)N=2)=CC=1.[NH2:31][C:32]1[CH:37]=[CH:36][CH:35]=[C:34]([CH3:38])[C:33]=1[OH:39].[NH2:40][C:41]1[N:46]=[CH:45][N:44]=[C:43]2[N:47]([C@H:67]3[CH2:72][CH2:71][C@@H:70]([N:73]4[CH2:78][CH2:77][N:76]([CH3:79])[CH2:75][CH2:74]4)[CH2:69][CH2:68]3)[N:48]=[C:49]([C:50]3[CH:55]=[CH:54][C:53]([NH:56][C:57]4OC5C=CC=C(C)C=5N=4)=[CH:52][CH:51]=3)[C:42]=12, predict the reaction product. The product is: [NH2:40][C:41]1[N:46]=[CH:45][N:44]=[C:43]2[N:47]([C@H:67]3[CH2:72][CH2:71][C@@H:70]([N:73]4[CH2:74][CH2:75][N:76]([CH3:79])[CH2:77][CH2:78]4)[CH2:69][CH2:68]3)[N:48]=[C:49]([C:50]3[CH:55]=[CH:54][C:53]([NH:56][C:57]4[O:39][C:33]5[C:34]([CH3:38])=[CH:35][CH:36]=[CH:37][C:32]=5[N:31]=4)=[CH:52][CH:51]=3)[C:42]=12. (4) Given the reactants C[O:2][C:3]1[CH:4]=[C:5]([C:20]([OH:22])=[O:21])[C:6]2[O:10][C:9]([C:11]3[CH:16]=[CH:15][C:14]([O:17]C)=[CH:13][CH:12]=3)=[CH:8][C:7]=2[CH:19]=1.Cl.N1C=CC=CC=1.Cl, predict the reaction product. The product is: [OH:2][C:3]1[CH:4]=[C:5]([C:20]([OH:22])=[O:21])[C:6]2[O:10][C:9]([C:11]3[CH:16]=[CH:15][C:14]([OH:17])=[CH:13][CH:12]=3)=[CH:8][C:7]=2[CH:19]=1. (5) The product is: [Cl:32][C:18]1[CH:17]=[CH:16][N:15]=[C:14]([NH:13][C:9]2[CH:10]=[CH:11][CH:12]=[C:7]([C:5]3[N:6]=[C:2]([CH3:1])[S:3][CH:4]=3)[CH:8]=2)[N:19]=1. Given the reactants [CH3:1][C:2]1[S:3][CH:4]=[C:5]([C:7]2[CH:8]=[C:9]([NH:13][C:14]3[NH:19][C:18](=O)[CH:17]=[CH:16][N:15]=3)[CH:10]=[CH:11][CH:12]=2)[N:6]=1.CN(C)C1C=CC=CC=1.P(Cl)(Cl)([Cl:32])=O, predict the reaction product. (6) Given the reactants [CH3:1][CH:2]([CH2:4][C@H:5]([CH2:10][NH2:11])[CH2:6][C:7]([OH:9])=[O:8])[CH3:3].[OH:12][CH:13]1[O:32][C@H:31]([CH2:33][OH:34])[C@@H:18]([O:19][C@@H:20]2[O:28][C@H:27]([CH2:29][OH:30])[C@H:25]([OH:26])[C@H:23]([OH:24])[C@H:21]2[OH:22])[C@H:16]([OH:17])[C@H:14]1[OH:15].C(#N)C, predict the reaction product. The product is: [CH3:3][CH:2]([CH2:4][C@H:5]([CH2:10][NH2:11])[CH2:6][C:7]([OH:9])=[O:8])[CH3:1].[OH:12][CH:13]1[O:32][C@H:31]([CH2:33][OH:34])[C@@H:18]([O:19][C@@H:20]2[O:28][C@H:27]([CH2:29][OH:30])[C@H:25]([OH:26])[C@H:23]([OH:24])[C@H:21]2[OH:22])[C@H:16]([OH:17])[C@H:14]1[OH:15]. (7) Given the reactants [NH2:1][C:2]1[CH:3]=[C:4]([CH2:8][C:9]#[N:10])[CH:5]=[CH:6][CH:7]=1.[Cl:11][C:12]1[N:17]=[C:16](Cl)[C:15]([Cl:19])=[CH:14][N:13]=1, predict the reaction product. The product is: [Cl:11][C:12]1[N:17]=[C:16]([NH:1][C:2]2[CH:3]=[C:4]([CH2:8][C:9]#[N:10])[CH:5]=[CH:6][CH:7]=2)[C:15]([Cl:19])=[CH:14][N:13]=1.[NH2:13][C:5]1[CH:6]=[CH:7][CH:2]=[CH:3][C:4]=1[CH2:8][C:9]#[N:10].